Dataset: Catalyst prediction with 721,799 reactions and 888 catalyst types from USPTO. Task: Predict which catalyst facilitates the given reaction. (1) Reactant: [C:1]([C:5]1[CH:6]=[C:7]([CH:12]=[C:13]([CH2:15][OH:16])[CH:14]=1)[C:8]([O:10]C)=[O:9])([CH3:4])([CH3:3])[CH3:2].[OH-].[Na+]. Product: [C:1]([C:5]1[CH:6]=[C:7]([CH:12]=[C:13]([CH2:15][OH:16])[CH:14]=1)[C:8]([OH:10])=[O:9])([CH3:4])([CH3:2])[CH3:3]. The catalyst class is: 24. (2) Reactant: [C:1]1([C:7]2[CH:12]=[CH:11][CH:10]=[C:9]([C:13]3[CH:18]=[CH:17][CH:16]=[CH:15][CH:14]=3)[C:8]=2[N:19]2[CH:23]=[CH:22][N:21]=[C:20]2[C:24]2[CH:25]=[C:26]([OH:31])[CH:27]=[C:28]([CH3:30])[CH:29]=2)[CH:6]=[CH:5][CH:4]=[CH:3][CH:2]=1.Cl[P:33]([C:40]1[CH:45]=[CH:44][CH:43]=[CH:42][CH:41]=1)[C:34]1[CH:39]=[CH:38][CH:37]=[CH:36][CH:35]=1.C(N(CC)CC)C. Product: [C:13]1([C:9]2[CH:10]=[CH:11][CH:12]=[C:7]([C:1]3[CH:2]=[CH:3][CH:4]=[CH:5][CH:6]=3)[C:8]=2[N:19]2[CH:23]=[CH:22][N:21]=[C:20]2[C:24]2[CH:29]=[C:28]([CH3:30])[CH:27]=[C:26]([O:31][P:33]([C:40]3[CH:41]=[CH:42][CH:43]=[CH:44][CH:45]=3)[C:34]3[CH:39]=[CH:38][CH:37]=[CH:36][CH:35]=3)[CH:25]=2)[CH:14]=[CH:15][CH:16]=[CH:17][CH:18]=1. The catalyst class is: 11. (3) Reactant: C([NH:9][C:10]([NH:12][C:13]1[CH:18]=[C:17]([O:19][CH2:20][C:21]2[CH:26]=[CH:25][CH:24]=[CH:23][CH:22]=2)[C:16]([Br:27])=[CH:15][N:14]=1)=[S:11])(=O)C1C=CC=CC=1.[OH-].[Na+]. Product: [CH2:20]([O:19][C:17]1[C:16]([Br:27])=[CH:15][N:14]=[C:13]([NH:12][C:10]([NH2:9])=[S:11])[CH:18]=1)[C:21]1[CH:26]=[CH:25][CH:24]=[CH:23][CH:22]=1. The catalyst class is: 1. (4) Reactant: [NH2:1][C:2]1[O:3][CH2:4][C@@:5]2([N:30]=1)[C:18]1[CH:17]=[C:16]([OH:19])[CH:15]=[C:14]([F:20])[C:13]=1[O:12][C:11]1[C:6]2=[CH:7][C:8]([NH:21][C:22]2[CH:27]=[CH:26][CH:25]=[C:24]([O:28][CH3:29])[CH:23]=2)=[CH:9][CH:10]=1.C(N(CC)CC)C.[F:38][C:39]([F:58])([F:57])[S:40](N(C1C=CC=CC=1)[S:40]([C:39]([F:58])([F:57])[F:38])(=[O:42])=[O:41])(=[O:42])=[O:41]. Product: [F:38][C:39]([F:58])([F:57])[S:40]([O:19][C:16]1[CH:17]=[C:18]2[C:13]([O:12][C:11]3[CH:10]=[CH:9][C:8]([NH:21][C:22]4[CH:27]=[CH:26][CH:25]=[C:24]([O:28][CH3:29])[CH:23]=4)=[CH:7][C:6]=3[C@:5]32[CH2:4][O:3][C:2]([NH2:1])=[N:30]3)=[C:14]([F:20])[CH:15]=1)(=[O:42])=[O:41]. The catalyst class is: 2. (5) Reactant: C(N(CC)CC)C.[F:8][C:9]1[CH:17]=[CH:16][C:12]([C:13](Cl)=[O:14])=[CH:11][CH:10]=1.[NH2:18][C:19]1[CH:31]=[C:30]([C:32]2[O:33][C:34]3[CH:40]=[CH:39][CH:38]=[CH:37][C:35]=3[CH:36]=2)[CH:29]=[CH:28][C:20]=1[C:21]([O:23][C:24]([CH3:27])([CH3:26])[CH3:25])=[O:22].C(=O)([O-])O.[Na+]. Product: [O:33]1[C:34]2[CH:40]=[CH:39][CH:38]=[CH:37][C:35]=2[CH:36]=[C:32]1[C:30]1[CH:29]=[CH:28][C:20]([C:21]([O:23][C:24]([CH3:27])([CH3:25])[CH3:26])=[O:22])=[C:19]([NH:18][C:13](=[O:14])[C:12]2[CH:16]=[CH:17][C:9]([F:8])=[CH:10][CH:11]=2)[CH:31]=1. The catalyst class is: 2. (6) Reactant: [OH:1][C:2]1[CH:10]=[CH:9][C:8]2[NH:7][C:6]3[CH:11]([CH2:14][C:15]([O:17][CH2:18][CH3:19])=[O:16])[CH2:12][CH2:13][C:5]=3[C:4]=2[CH:3]=1.C(=O)([O-])[O-].[Cs+].[Cs+].Br[CH2:27][C:28]1[CH:33]=[N:32][C:31]([O:34][CH:35]([CH3:37])[CH3:36])=[CH:30][N:29]=1. Product: [CH:35]([O:34][C:31]1[N:32]=[CH:33][C:28]([CH2:27][O:1][C:2]2[CH:10]=[CH:9][C:8]3[NH:7][C:6]4[CH:11]([CH2:14][C:15]([O:17][CH2:18][CH3:19])=[O:16])[CH2:12][CH2:13][C:5]=4[C:4]=3[CH:3]=2)=[N:29][CH:30]=1)([CH3:37])[CH3:36]. The catalyst class is: 3. (7) Reactant: [C:1]([C@H:5]1[CH2:10][CH2:9][C@H:8]([NH:11][C:12]2[N:13]=[CH:14][C:15]3[C:20]([CH:21]=2)=[CH:19][C:18]([C:22]([NH:24][C:25]24[CH2:32][CH2:31][C:28]([C:33]([O:35]C)=[O:34])([CH2:29][CH2:30]2)[CH2:27][CH2:26]4)=[O:23])=[CH:17][CH:16]=3)[CH2:7][CH2:6]1)([CH3:4])([CH3:3])[CH3:2].[OH-].[Na+]. Product: [C:1]([C@H:5]1[CH2:10][CH2:9][C@H:8]([NH:11][C:12]2[N:13]=[CH:14][C:15]3[C:20]([CH:21]=2)=[CH:19][C:18]([C:22]([NH:24][C:25]24[CH2:26][CH2:27][C:28]([C:33]([OH:35])=[O:34])([CH2:31][CH2:32]2)[CH2:29][CH2:30]4)=[O:23])=[CH:17][CH:16]=3)[CH2:7][CH2:6]1)([CH3:4])([CH3:2])[CH3:3]. The catalyst class is: 200. (8) Reactant: Cl.[F:2][C:3]1[CH:30]=[CH:29][C:6]([CH2:7][NH:8][C:9]([C:11]2[CH:16]=[C:15]([C:17]3[CH2:21][CH:20]([CH:22]4[CH2:27][CH2:26][NH:25][CH2:24][CH2:23]4)[O:19][N:18]=3)[N:14]=[C:13]([CH3:28])[N:12]=2)=[O:10])=[CH:5][C:4]=1[O:31][CH3:32].[C:33]([O:36][CH2:37][C:38](Cl)=[O:39])(=[O:35])[CH3:34]. Product: [C:33]([O:36][CH2:37][C:38]([N:25]1[CH2:24][CH2:23][CH:22]([CH:20]2[O:19][N:18]=[C:17]([C:15]3[CH:16]=[C:11]([C:9](=[O:10])[NH:8][CH2:7][C:6]4[CH:29]=[CH:30][C:3]([F:2])=[C:4]([O:31][CH3:32])[CH:5]=4)[N:12]=[C:13]([CH3:28])[N:14]=3)[CH2:21]2)[CH2:27][CH2:26]1)=[O:39])(=[O:35])[CH3:34]. The catalyst class is: 46. (9) Reactant: [Cl:1][C:2]1[CH:6]=[C:5]([C:7]2[N:8]([CH3:12])[N:9]=[CH:10][N:11]=2)[S:4][C:3]=1[C:13]1[N:17]2[N:18]=[C:19]([CH3:27])[CH:20]=[C:21]([CH:22]([CH2:25][CH3:26])[CH2:23][CH3:24])[C:16]2=[N:15][C:14]=1[CH3:28].[CH2:29]1COCC1.[Li]C(C)(C)C.CI. Product: [Cl:1][C:2]1[CH:6]=[C:5]([C:7]2[N:8]([CH3:12])[N:9]=[C:10]([CH3:29])[N:11]=2)[S:4][C:3]=1[C:13]1[N:17]2[N:18]=[C:19]([CH3:27])[CH:20]=[C:21]([CH:22]([CH2:23][CH3:24])[CH2:25][CH3:26])[C:16]2=[N:15][C:14]=1[CH3:28]. The catalyst class is: 521. (10) Reactant: [Cl:1][C:2]1[C:11]2[O:10][CH2:9][CH:8]([NH:12][CH2:13][CH2:14][CH2:15][C:16]3[C:24]4[C:19](=[CH:20][CH:21]=[C:22]([F:25])[CH:23]=4)[NH:18][CH:17]=3)[CH2:7][C:6]=2[C:5]([C:26]([NH2:28])=[O:27])=[CH:4][CH:3]=1.[C:29]1(=O)[CH2:32][CH2:31][CH2:30]1.C(O)(=O)C.C([BH3-])#N.[Na+]. Product: [Cl:1][C:2]1[C:11]2[O:10][CH2:9][CH:8]([N:12]([CH:29]3[CH2:32][CH2:31][CH2:30]3)[CH2:13][CH2:14][CH2:15][C:16]3[C:24]4[C:19](=[CH:20][CH:21]=[C:22]([F:25])[CH:23]=4)[NH:18][CH:17]=3)[CH2:7][C:6]=2[C:5]([C:26]([NH2:28])=[O:27])=[CH:4][CH:3]=1. The catalyst class is: 5.